From a dataset of Full USPTO retrosynthesis dataset with 1.9M reactions from patents (1976-2016). Predict the reactants needed to synthesize the given product. (1) Given the product [CH2:19]([O:21][C:11](=[O:17])[CH2:12][CH2:13][CH2:8][CH2:7][C:6]1[NH:15][C:8]2[CH:13]=[CH:12][CH:11]=[CH:5][C:4]=2[N:3]=1)[CH3:20], predict the reactants needed to synthesize it. The reactants are: C([N:3]([CH2:6][CH3:7])[CH2:4][CH3:5])C.[C:8]1([NH2:15])[CH:13]=[CH:12][CH:11]=CC=1N.Cl.[OH-:17].[Na+].[CH2:19]([OH:21])[CH3:20]. (2) Given the product [CH:1]1([C:4]2[NH:8][C:7]3[C:9]([F:34])=[C:10]([C:27]4[C:28]([CH3:33])=[N:29][O:30][C:31]=4[CH3:32])[CH:11]=[C:12]([C:13]([F:41])([C:21]4[CH:26]=[CH:25][CH:24]=[CH:23][N:22]=4)[C:15]4[CH:20]=[CH:19][CH:18]=[CH:17][N:16]=4)[C:6]=3[N:5]=2)[CH2:3][CH2:2]1, predict the reactants needed to synthesize it. The reactants are: [CH:1]1([C:4]2[NH:8][C:7]3[C:9]([F:34])=[C:10]([C:27]4[C:28]([CH3:33])=[N:29][O:30][C:31]=4[CH3:32])[CH:11]=[C:12]([C:13]([C:21]4[CH:26]=[CH:25][CH:24]=[CH:23][N:22]=4)([C:15]4[CH:20]=[CH:19][CH:18]=[CH:17][N:16]=4)O)[C:6]=3[N:5]=2)[CH2:3][CH2:2]1.CCN(S(F)(F)[F:41])CC.C(=O)(O)[O-].[Na+]. (3) Given the product [CH3:14][O:15][C:16]1[N:21]=[C:20]([O:22][CH3:23])[C:19]([C:2]2[C:3]([O:12][CH3:13])=[CH:4][C:5]([O:10][CH3:11])=[C:6]([CH:9]=2)[CH:7]=[O:8])=[CH:18][N:17]=1, predict the reactants needed to synthesize it. The reactants are: Br[C:2]1[C:3]([O:12][CH3:13])=[CH:4][C:5]([O:10][CH3:11])=[C:6]([CH:9]=1)[CH:7]=[O:8].[CH3:14][O:15][C:16]1[N:21]=[C:20]([O:22][CH3:23])[C:19](B(O)O)=[CH:18][N:17]=1. (4) Given the product [CH2:1]([O:3][C:4](=[O:15])[C:5]1[CH:10]=[CH:9][C:8]([Cl:11])=[C:7]([NH2:12])[CH:6]=1)[CH3:2], predict the reactants needed to synthesize it. The reactants are: [CH2:1]([O:3][C:4](=[O:15])[C:5]1[CH:10]=[CH:9][C:8]([Cl:11])=[C:7]([N+:12]([O-])=O)[CH:6]=1)[CH3:2]. (5) Given the product [Br:1][C:2]1[C:3]([CH:18]2[CH2:20][CH2:19]2)=[N:4][C:5]([N:11]2[CH2:16][CH2:15][N:14]([C:25](=[O:26])[CH2:24][CH2:23][O:22][CH3:21])[C@H:13]([CH3:17])[CH2:12]2)=[C:6]([C:9]=1[CH3:10])[C:7]#[N:8], predict the reactants needed to synthesize it. The reactants are: [Br:1][C:2]1[C:3]([CH:18]2[CH2:20][CH2:19]2)=[N:4][C:5]([N:11]2[CH2:16][CH2:15][NH:14][C@H:13]([CH3:17])[CH2:12]2)=[C:6]([C:9]=1[CH3:10])[C:7]#[N:8].[CH3:21][O:22][CH2:23][CH2:24][C:25](O)=[O:26].CN(C(ON1N=NC2C=CC=NC1=2)=[N+](C)C)C.F[P-](F)(F)(F)(F)F.CCN(C(C)C)C(C)C. (6) Given the product [O:47]=[C:46]([C:48]1[CH:49]=[N:50][CH:51]=[CH:52][CH:53]=1)[CH2:45][N:33]1[C:32]([Si:31]([CH3:42])([CH3:43])[CH3:30])=[CH:36][C:35]([C:37]([O:39][CH2:40][CH3:41])=[O:38])=[N:34]1, predict the reactants needed to synthesize it. The reactants are: COC1C=CC(OC)=CC=1C(=O)CN1C(C(OCC)=O)=CC(C2C=NC=CC=2)=N1.[CH3:30][Si:31]([CH3:43])([CH3:42])[C:32]1[CH:36]=[C:35]([C:37]([O:39][CH2:40][CH3:41])=[O:38])[NH:34][N:33]=1.Br[CH2:45][C:46]([C:48]1[CH:49]=[N:50][CH:51]=[CH:52][CH:53]=1)=[O:47].Br. (7) Given the product [CH3:37][O:36][C:21]1[CH:22]=[C:23]([CH:34]=[CH:35][C:20]=1[NH:19][C:2]1[N:12]=[C:11]2[C:5](=[CH:4][N:3]=1)[N:6]([CH3:18])[C:7](=[O:17])[CH2:8][CH2:9][N:10]2[CH2:13][CH:14]([CH3:16])[CH3:15])[C:24]([NH:26][CH:27]1[CH2:32][CH2:31][N:30]([CH3:33])[CH2:29][CH2:28]1)=[O:25], predict the reactants needed to synthesize it. The reactants are: Cl[C:2]1[N:12]=[C:11]2[C:5]([N:6]([CH3:18])[C:7](=[O:17])[CH2:8][CH2:9][N:10]2[CH2:13][CH:14]([CH3:16])[CH3:15])=[CH:4][N:3]=1.[NH2:19][C:20]1[CH:35]=[CH:34][C:23]([C:24]([NH:26][CH:27]2[CH2:32][CH2:31][N:30]([CH3:33])[CH2:29][CH2:28]2)=[O:25])=[CH:22][C:21]=1[O:36][CH3:37].C1(C)C=CC(S(O)(=O)=O)=CC=1. (8) Given the product [CH3:20][N:18]1[CH:19]=[C:15]([N:14]2[C:5]3[C:4]4[CH:3]=[C:2]([C:28]5[CH:29]=[CH:30][C:31]([O:32][CH2:33][CH2:34][O:35][CH3:36])=[C:26]([O:25][CH3:24])[CH:27]=5)[CH:11]=[CH:10][C:9]=4[N:8]=[CH:7][C:6]=3[N:12]([CH3:23])[C:13]2=[O:22])[C:16]([CH3:21])=[N:17]1, predict the reactants needed to synthesize it. The reactants are: Br[C:2]1[CH:11]=[CH:10][C:9]2[N:8]=[CH:7][C:6]3[N:12]([CH3:23])[C:13](=[O:22])[N:14]([C:15]4[C:16]([CH3:21])=[N:17][N:18]([CH3:20])[CH:19]=4)[C:5]=3[C:4]=2[CH:3]=1.[CH3:24][O:25][C:26]1[CH:27]=[C:28](B2OC(C)(C)C(C)(C)O2)[CH:29]=[CH:30][C:31]=1[O:32][CH2:33][CH2:34][O:35][CH3:36].